This data is from Reaction yield outcomes from USPTO patents with 853,638 reactions. The task is: Predict the reaction yield, written as a fraction of the theoretical maximum amount of product (1.0 means a 100% yield; for example, 0.34 means a 34% yield). The reactants are CC1(C)C(C)(C)OB([C:9]2[CH:14]=[CH:13][N:12]=[C:11]([NH:15][C:16](=[O:18])[CH3:17])[CH:10]=2)O1.Br[C:21]1[CH:22]=[C:23]2[N:29]([S:30]([CH:33]3[CH2:35][CH2:34]3)(=[O:32])=[O:31])[N:28]=[CH:27][C:24]2=[N:25][CH:26]=1.BrC1C=NC2=CN(S(C3CC3)(=O)=O)N=C2C=1.C(=O)([O-])[O-].[K+].[K+].O. The catalyst is O1CCOCC1.C1C=CC(P(C2C=CC=CC=2)[C-]2C=CC=C2)=CC=1.C1C=CC(P(C2C=CC=CC=2)[C-]2C=CC=C2)=CC=1.Cl[Pd]Cl.[Fe+2]. The product is [CH:33]1([S:30]([N:29]2[C:23]3[C:24](=[N:25][CH:26]=[C:21]([C:9]4[CH:14]=[CH:13][N:12]=[C:11]([NH:15][C:16](=[O:18])[CH3:17])[CH:10]=4)[CH:22]=3)[CH:27]=[N:28]2)(=[O:32])=[O:31])[CH2:35][CH2:34]1. The yield is 0.492.